From a dataset of Full USPTO retrosynthesis dataset with 1.9M reactions from patents (1976-2016). Predict the reactants needed to synthesize the given product. (1) Given the product [CH:28]1([O:27][C:20]2[CH:19]=[C:18]([C:15]3[CH:16]=[CH:17][C:12]([CH2:11][CH2:10][CH2:9][N:8]([CH2:34][C@H:35]([OH:42])[C:36]4[CH:37]=[CH:38][CH:39]=[CH:40][CH:41]=4)[C:6](=[O:7])[O:5][C:1]([CH3:3])([CH3:2])[CH3:4])=[CH:13][CH:14]=3)[CH:23]=[CH:22][C:21]=2[C:24]([NH:49][S:46]([CH2:43][CH2:44][CH3:45])(=[O:48])=[O:47])=[O:26])[CH2:29][CH2:30][CH2:31][CH2:32][CH2:33]1, predict the reactants needed to synthesize it. The reactants are: [C:1]([O:5][C:6]([N:8]([CH2:34][C@H:35]([OH:42])[C:36]1[CH:41]=[CH:40][CH:39]=[CH:38][CH:37]=1)[CH2:9][CH2:10][CH2:11][C:12]1[CH:17]=[CH:16][C:15]([C:18]2[CH:23]=[CH:22][C:21]([C:24]([OH:26])=O)=[C:20]([O:27][CH:28]3[CH2:33][CH2:32][CH2:31][CH2:30][CH2:29]3)[CH:19]=2)=[CH:14][CH:13]=1)=[O:7])([CH3:4])([CH3:3])[CH3:2].[CH2:43]([S:46]([NH2:49])(=[O:48])=[O:47])[CH2:44][CH3:45].N12CCCN=C1CCCCC2. (2) Given the product [OH:26][C@H:25]([CH2:27][N:28]1[CH2:33][CH2:32][O:31][CH2:30][CH2:29]1)[CH2:24][O:23][C:17]1[CH:16]=[C:15]2[C:20]([C:11]([O:10][C:6]3[CH:5]=[C:4]4[C:9](=[CH:8][CH:7]=3)[NH:1][CH:2]=[CH:3]4)=[N:12][CH:13]=[N:14]2)=[CH:19][C:18]=1[O:21][CH3:22], predict the reactants needed to synthesize it. The reactants are: [NH:1]1[C:9]2[C:4](=[CH:5][C:6]([O:10][C:11]3[C:20]4[C:15](=[CH:16][C:17]([O:23][CH2:24][C@H:25]5[CH2:27][O:26]5)=[C:18]([O:21][CH3:22])[CH:19]=4)[N:14]=[CH:13][N:12]=3)=[CH:7][CH:8]=2)[CH:3]=[CH:2]1.[NH:28]1[CH2:33][CH2:32][O:31][CH2:30][CH2:29]1.